This data is from Reaction yield outcomes from USPTO patents with 853,638 reactions. The task is: Predict the reaction yield, written as a fraction of the theoretical maximum amount of product (1.0 means a 100% yield; for example, 0.34 means a 34% yield). The reactants are [Cl-].O[NH3+:3].[C:4](=[O:7])([O-])[OH:5].[Na+].CS(C)=O.[CH2:13]([C:17]1[N:18]=[C:19]([CH2:44][O:45][CH3:46])[N:20]([CH2:39][C:40]([CH3:43])([CH3:42])[CH3:41])[C:21](=[O:38])[C:22]=1[CH2:23][C:24]1[CH:29]=[CH:28][C:27]([C:30]2[C:31]([C:36]#[N:37])=[CH:32][CH:33]=[CH:34][CH:35]=2)=[CH:26][CH:25]=1)[CH2:14][CH2:15][CH3:16]. The catalyst is C(OCC)(=O)C. The product is [CH2:13]([C:17]1[N:18]=[C:19]([CH2:44][O:45][CH3:46])[N:20]([CH2:39][C:40]([CH3:41])([CH3:43])[CH3:42])[C:21](=[O:38])[C:22]=1[CH2:23][C:24]1[CH:29]=[CH:28][C:27]([C:30]2[CH:35]=[CH:34][CH:33]=[CH:32][C:31]=2[C:36]2[NH:3][C:4](=[O:7])[O:5][N:37]=2)=[CH:26][CH:25]=1)[CH2:14][CH2:15][CH3:16]. The yield is 0.390.